The task is: Predict which catalyst facilitates the given reaction.. This data is from Catalyst prediction with 721,799 reactions and 888 catalyst types from USPTO. (1) Reactant: [CH3:1][CH:2]([CH3:15])[C:3]([NH:5][C:6]1[C:7]2[N:14]=[N:13][NH:12][C:8]=2[N:9]=[CH:10][N:11]=1)=[O:4].[H-].[Na+].[CH3:18][Si:19]([CH3:26])([CH3:25])[CH2:20][CH2:21][O:22][CH2:23]Cl. Product: [CH3:18][Si:19]([CH3:26])([CH3:25])[CH2:20][CH2:21][O:22][CH2:23][N:5]([C:6]1[C:7]2[N:14]=[N:13][N:12]([CH2:23][O:22][CH2:21][CH2:20][Si:19]([CH3:26])([CH3:25])[CH3:18])[C:8]=2[N:9]=[CH:10][N:11]=1)[C:3](=[O:4])[CH:2]([CH3:15])[CH3:1]. The catalyst class is: 9. (2) Reactant: [CH3:1][O:2][C:3]1[N:8]=[C:7]([C:9]2[N:13]3[CH2:14][CH2:15][CH2:16][C@@:17]([C:28]([OH:31])([CH3:30])[CH3:29])([O:18][C:19]4[CH:24]=[C:23]([F:25])[C:22]([F:26])=[C:21]([F:27])[CH:20]=4)[C:12]3=[N:11][N:10]=2)[CH:6]=[CH:5][C:4]=1[N:32]1[CH:36]=[C:35]([CH3:37])[N:34]=[CH:33]1.[C:38](O)(=[O:47])[CH:39]([C:41]1[CH:46]=[CH:45][CH:44]=[CH:43][CH:42]=1)[OH:40].CCCCCC. Product: [C:38]([O:31][C:28]([C@@:17]1([O:18][C:19]2[CH:24]=[C:23]([F:25])[C:22]([F:26])=[C:21]([F:27])[CH:20]=2)[CH2:16][CH2:15][CH2:14][N:13]2[C:9]([C:7]3[CH:6]=[CH:5][C:4]([N:32]4[CH:36]=[C:35]([CH3:37])[N:34]=[CH:33]4)=[C:3]([O:2][CH3:1])[N:8]=3)=[N:10][N:11]=[C:12]12)([CH3:30])[CH3:29])(=[O:47])[C@H:39]([C:41]1[CH:46]=[CH:45][CH:44]=[CH:43][CH:42]=1)[OH:40]. The catalyst class is: 8. (3) Reactant: [CH2:1]([N:3]1[CH2:8][CH2:7][N:6]([C:9]2[C:18]3[C:13](=[CH:14][CH:15]=[CH:16][CH:17]=3)[CH:12]=[C:11]([C:19]3[CH:24]=[CH:23][C:22]([OH:25])=[CH:21][CH:20]=3)[N:10]=2)[CH2:5][CH2:4]1)[CH3:2].C(=O)([O-])[O-].[K+].[K+].Br[CH2:33][C:34]([O:36][CH2:37][CH3:38])=[O:35].O. Product: [CH2:1]([N:3]1[CH2:4][CH2:5][N:6]([C:9]2[C:18]3[C:13](=[CH:14][CH:15]=[CH:16][CH:17]=3)[CH:12]=[C:11]([C:19]3[CH:20]=[CH:21][C:22]([O:25][CH2:33][C:34]([O:36][CH2:37][CH3:38])=[O:35])=[CH:23][CH:24]=3)[N:10]=2)[CH2:7][CH2:8]1)[CH3:2]. The catalyst class is: 9.